This data is from Full USPTO retrosynthesis dataset with 1.9M reactions from patents (1976-2016). The task is: Predict the reactants needed to synthesize the given product. (1) Given the product [CH:2]([C:3]1[N:25]=[C:23]([NH:22][CH2:21][CH2:20][C:14]2[CH:19]=[CH:18][CH:17]=[CH:16][CH:15]=2)[S:24][CH:4]=1)([CH3:6])[CH3:1], predict the reactants needed to synthesize it. The reactants are: [CH3:1][CH:2]([CH3:6])[C:3](=O)[CH3:4].BrBr.C([O-])(=O)C.[Na+].[C:14]1([CH2:20][CH2:21][NH:22][C:23]([NH2:25])=[S:24])[CH:19]=[CH:18][CH:17]=[CH:16][CH:15]=1.C(=O)([O-])O.[Na+]. (2) The reactants are: [NH2:1][C:2]1[CH:11]=[CH:10][C:5]([C:6]([O:8][CH3:9])=[O:7])=[CH:4][C:3]=1[O:12][CH3:13].[Cl:14][CH2:15][CH2:16][CH2:17][CH2:18][C:19](Cl)=[O:20]. Given the product [Cl:14][CH2:15][CH2:16][CH2:17][CH2:18][C:19]([NH:1][C:2]1[CH:11]=[CH:10][C:5]([C:6]([O:8][CH3:9])=[O:7])=[CH:4][C:3]=1[O:12][CH3:13])=[O:20], predict the reactants needed to synthesize it.